From a dataset of Full USPTO retrosynthesis dataset with 1.9M reactions from patents (1976-2016). Predict the reactants needed to synthesize the given product. (1) Given the product [CH3:10][O:9][C:7](=[O:8])[C:6]1[CH:11]=[C:2]([CH:30]2[CH2:24][CH2:25]2)[C:3]([O:12][CH2:13][C:14]([F:17])([F:16])[F:15])=[N:4][CH:5]=1, predict the reactants needed to synthesize it. The reactants are: Br[C:2]1[C:3]([O:12][CH2:13][C:14]([F:17])([F:16])[F:15])=[N:4][CH:5]=[C:6]([CH:11]=1)[C:7]([O:9][CH3:10])=[O:8].C(=O)([O-])[O-].[Cs+].[Cs+].[C:24]1([CH3:30])C=CC=C[CH:25]=1.C1([B-](F)(F)F)CC1.[K+]. (2) Given the product [CH3:12][O:11][CH:6]1[C:7]2[C:3](=[C:2]([CH2:19][CH2:20][OH:21])[CH:10]=[CH:9][CH:8]=2)[CH2:4][CH:5]1[CH3:13], predict the reactants needed to synthesize it. The reactants are: Br[C:2]1[CH:10]=[CH:9][CH:8]=[C:7]2[C:3]=1[CH2:4][CH:5]([CH3:13])[CH:6]2[O:11][CH3:12].[Li]CCCC.[CH2:19]1[O:21][CH2:20]1.O. (3) Given the product [Cl:26][C:19]1[C:16]2[CH:17]=[N:18][C:13]([NH:12][C:10](=[O:11])[C:9]3[CH:24]=[CH:25][C:6]([C@:3]([OH:5])([CH3:4])[CH2:2][OH:1])=[CH:7][CH:8]=3)=[CH:14][C:15]=2[N:21]([CH2:22][CH3:23])[CH:20]=1, predict the reactants needed to synthesize it. The reactants are: [OH:1][CH2:2][C@@:3]([C:6]1[CH:25]=[CH:24][C:9]([C:10]([NH:12][C:13]2[N:18]=[CH:17][C:16]3[CH:19]=[CH:20][N:21]([CH2:22][CH3:23])[C:15]=3[CH:14]=2)=[O:11])=[CH:8][CH:7]=1)([OH:5])[CH3:4].[Cl:26]N1C(=O)CCC1=O.CCOCC.